Predict which catalyst facilitates the given reaction. From a dataset of Catalyst prediction with 721,799 reactions and 888 catalyst types from USPTO. (1) Reactant: [N:1]1[CH:6]=[C:5]([CH:7]=O)[CH:4]=[N:3][CH:2]=1.[Cl:9][C:10]1[CH:11]=[C:12]([NH:17][C:18]2[N:22]=[C:21]([NH2:23])[NH:20][N:19]=2)[CH:13]=[C:14]([Cl:16])[CH:15]=1.ClC1C=C(N=C=S)C=C(Cl)C=1C#N. Product: [Cl:9][C:10]1[CH:11]=[C:12]([NH:17][C:18]2[N:22]=[C:21]([NH:23][CH2:7][C:5]3[CH:6]=[N:1][CH:2]=[N:3][CH:4]=3)[NH:20][N:19]=2)[CH:13]=[C:14]([Cl:16])[CH:15]=1. The catalyst class is: 6. (2) Reactant: C(=O)([O-])[O-].[K+].[K+].S(S([O-])=O)([O-])=O.[Na+].[Na+].[OH:15][C:16]1[C:29]2[C:28](=[O:30])[C:27]3[C:22](=[CH:23][CH:24]=[CH:25][CH:26]=3)[C:21](=[O:31])[C:20]=2[C:19]([OH:32])=[CH:18][CH:17]=1. Product: [CH2:18]1[C:19](=[O:32])[C:20]2[C:29](=[C:28]([OH:30])[C:27]3[C:22]([C:21]=2[OH:31])=[CH:23][CH:24]=[CH:25][CH:26]=3)[C:16](=[O:15])[CH2:17]1. The catalyst class is: 6. (3) Reactant: [CH2:1]([O:8][C@@H:9]1[C@@H:17]([O:18][CH2:19][C:20]2[CH:25]=[CH:24][CH:23]=[CH:22][CH:21]=2)[C@@H:16]([OH:26])[C@@H:15]([CH2:27][O:28][CH2:29][C:30]2[CH:35]=[CH:34][CH:33]=[CH:32][CH:31]=2)[O:14][C@H:10]1[S:11][CH2:12][CH3:13])[C:2]1[CH:7]=[CH:6][CH:5]=[CH:4][CH:3]=1.N1C(C)=CC(C)=CC=1C.[Br:45][CH2:46][C:47](Br)=[O:48]. Product: [CH2:1]([O:8][C@@H:9]1[C@@H:17]([O:18][CH2:19][C:20]2[CH:21]=[CH:22][CH:23]=[CH:24][CH:25]=2)[C@@:16]([C:47](=[O:48])[CH2:46][Br:45])([OH:26])[C@@H:15]([CH2:27][O:28][CH2:29][C:30]2[CH:31]=[CH:32][CH:33]=[CH:34][CH:35]=2)[O:14][C@H:10]1[S:11][CH2:12][CH3:13])[C:2]1[CH:7]=[CH:6][CH:5]=[CH:4][CH:3]=1. The catalyst class is: 143. (4) Reactant: [F:1][C:2]1[CH:7]=[C:6]([F:8])[CH:5]=[CH:4][C:3]=1/[CH:9]=[CH:10]/[C:11]1[CH:16]=[CH:15][C:14]([S:17]([O-:19])=[O:18])=[CH:13][CH:12]=1.[Na+].FC1C=C(F)C=CC=1C=C.Cl[C:32]1[C:37]([C:38](=[O:40])[CH3:39])=[CH:36][CH:35]=[CH:34][N:33]=1.O. Product: [F:1][C:2]1[CH:7]=[C:6]([F:8])[CH:5]=[CH:4][C:3]=1/[CH:9]=[CH:10]/[C:11]1[CH:16]=[CH:15][C:14]([S:17]([C:32]2[C:37]([C:38](=[O:40])[CH3:39])=[CH:36][CH:35]=[CH:34][N:33]=2)(=[O:19])=[O:18])=[CH:13][CH:12]=1. The catalyst class is: 16. (5) Reactant: [F:1][C:2]1[CH:3]=[C:4]([CH2:18][NH2:19])[CH:5]=[C:6]([C:8]2[CH:13]=[CH:12][C:11]([C:14]([F:17])([F:16])[F:15])=[CH:10][CH:9]=2)[CH:7]=1.[F:20][C:21]1[CH:26]=[CH:25][C:24]([S:27]([N:30]([CH2:34][C:35](O)=[O:36])[CH:31]([CH3:33])[CH3:32])(=[O:29])=[O:28])=[CH:23][CH:22]=1.CN(C(ON1N=NC2C=CC=NC1=2)=[N+](C)C)C.F[P-](F)(F)(F)(F)F.C(N(CC)C(C)C)(C)C.OS([O-])(=O)=O.[K+]. Product: [F:20][C:21]1[CH:22]=[CH:23][C:24]([S:27]([N:30]([CH:31]([CH3:33])[CH3:32])[CH2:34][C:35]([NH:19][CH2:18][C:4]2[CH:5]=[C:6]([C:8]3[CH:9]=[CH:10][C:11]([C:14]([F:16])([F:17])[F:15])=[CH:12][CH:13]=3)[CH:7]=[C:2]([F:1])[CH:3]=2)=[O:36])(=[O:28])=[O:29])=[CH:25][CH:26]=1. The catalyst class is: 2. (6) Reactant: [NH:1](C(OCC1C2C(=CC=CC=2)C2C1=CC=CC=2)=O)[C@H:2]([C:20]([NH:22][CH2:23][C:24]1[CH:29]=[CH:28][CH:27]=[CH:26][CH:25]=1)=[O:21])[CH2:3][C:4]1[C:12]2[C:7](=[CH:8][CH:9]=[CH:10][CH:11]=2)[N:6]([C:13]([O:15][C:16]([CH3:19])([CH3:18])[CH3:17])=[O:14])[CH:5]=1.N1CCCCC1. Product: [NH2:1][C@H:2]([C:20]([NH:22][CH2:23][C:24]1[CH:29]=[CH:28][CH:27]=[CH:26][CH:25]=1)=[O:21])[CH2:3][C:4]1[C:12]2[C:7](=[CH:8][CH:9]=[CH:10][CH:11]=2)[N:6]([C:13]([O:15][C:16]([CH3:19])([CH3:17])[CH3:18])=[O:14])[CH:5]=1. The catalyst class is: 3. (7) Reactant: [I:1][C:2]1[CH:15]=[CH:14][C:5]([C:6]([CH2:8][C:9]([O:11]CC)=O)=O)=[CH:4][CH:3]=1.[NH:16]([C:18]1[N:23]=[CH:22][CH:21]=[CH:20][N:19]=1)[NH2:17]. Product: [I:1][C:2]1[CH:3]=[CH:4][C:5]([C:6]2[CH:8]=[C:9]([OH:11])[N:16]([C:18]3[N:23]=[CH:22][CH:21]=[CH:20][N:19]=3)[N:17]=2)=[CH:14][CH:15]=1. The catalyst class is: 8. (8) Reactant: [Br:1][C:2]1[CH:7]=[CH:6][C:5]([O:8][CH3:9])=[C:4]([OH:10])[C:3]=1[OH:11].C([O-])([O-])=O.[K+].[K+].Br[CH2:19][CH2:20]Br. Product: [Br:1][C:2]1[C:3]2[O:11][CH2:20][CH2:19][O:10][C:4]=2[C:5]([O:8][CH3:9])=[CH:6][CH:7]=1. The catalyst class is: 18. (9) Reactant: [CH3:1][C:2]1([C:17]2[CH:18]=[C:19]([NH2:23])[CH:20]=[CH:21][CH:22]=2)[CH:7]2[CH:3]1[CH2:4][N:5]([CH2:8][CH2:9][CH2:10][C:11]1[CH:16]=[CH:15][CH:14]=[CH:13][CH:12]=1)[CH2:6]2.[C:24]1([S:30](Cl)(=[O:32])=[O:31])[CH:29]=[CH:28][CH:27]=[CH:26][CH:25]=1.[OH2:34].ClCCl. Product: [C:21]([OH:31])(=[O:34])[CH3:22].[CH3:1][C:2]1([C:17]2[CH:18]=[C:19]([NH:23][S:30]([C:24]3[CH:29]=[CH:28][CH:27]=[CH:26][CH:25]=3)(=[O:32])=[O:31])[CH:20]=[CH:21][CH:22]=2)[CH:3]2[CH:7]1[CH2:6][N:5]([CH2:8][CH2:9][CH2:10][C:11]1[CH:16]=[CH:15][CH:14]=[CH:13][CH:12]=1)[CH2:4]2. The catalyst class is: 17. (10) Reactant: [CH3:1][C:2]1([CH3:29])[CH2:15][CH2:14][C:13]([CH3:17])([CH3:16])[C:12]2[CH:11]=[C:10]3[C:5]([CH:6]=[CH:7][CH:8]=[C:9]3[C:18]([C:20]3[CH:28]=[CH:27][C:23]([C:24]([OH:26])=[O:25])=[CH:22][CH:21]=3)=[O:19])=[CH:4][C:3]1=2.[BH4-].[Na+]. Product: [CH3:1][C:2]1([CH3:29])[CH2:15][CH2:14][C:13]([CH3:16])([CH3:17])[C:12]2[CH:11]=[C:10]3[C:5]([CH:6]=[CH:7][CH:8]=[C:9]3[CH:18]([OH:19])[C:20]3[CH:28]=[CH:27][C:23]([C:24]([OH:26])=[O:25])=[CH:22][CH:21]=3)=[CH:4][C:3]1=2. The catalyst class is: 5.